Dataset: Forward reaction prediction with 1.9M reactions from USPTO patents (1976-2016). Task: Predict the product of the given reaction. (1) The product is: [Cl-:46].[C:22]([C:25]1[CH:26]=[C:27]([CH:31]=[CH:32][CH:33]=1)[C:28]([NH:1][C:2]1[CH:3]=[CH:4][C:5]([NH:8][C:9]2[C:18]3[C:13](=[CH:14][CH:15]=[C:16]([N:19]([CH3:21])[CH3:20])[CH:17]=3)[NH+:12]=[CH:11][CH:10]=2)=[CH:6][CH:7]=1)=[O:29])(=[O:24])[CH3:23]. Given the reactants [NH2:1][C:2]1[CH:7]=[CH:6][C:5]([NH:8][C:9]2[C:18]3[C:13](=[CH:14][CH:15]=[C:16]([N:19]([CH3:21])[CH3:20])[CH:17]=3)[N:12]=[CH:11][CH:10]=2)=[CH:4][CH:3]=1.[C:22]([C:25]1[CH:26]=[C:27]([CH:31]=[CH:32][CH:33]=1)[C:28](O)=[O:29])(=[O:24])[CH3:23].CCN=C=NCCCN(C)C.C(Cl)[Cl:46].CO, predict the reaction product. (2) Given the reactants [H-].[Na+].[OH:3][CH:4]1[CH2:9][CH2:8][O:7][CH2:6][CH2:5]1.[Br:10][C:11]1[CH:16]=[CH:15][N:14]=[C:13](Cl)[CH:12]=1, predict the reaction product. The product is: [Br:10][C:11]1[CH:16]=[CH:15][N:14]=[C:13]([O:3][CH:4]2[CH2:9][CH2:8][O:7][CH2:6][CH2:5]2)[CH:12]=1. (3) Given the reactants [CH3:1][N:2]([CH3:41])[CH2:3][CH2:4][N:5]1[CH:9]=[C:8]([C:10]2[CH:15]=[CH:14][C:13]([F:16])=[C:12]([C:17]([F:20])([F:19])[F:18])[CH:11]=2)[N:7]=[C:6]1[CH:21]1[CH2:26][CH2:25][N:24]([C:27]2[N:32]=[CH:31][N:30]=[C:29]([NH2:33])[C:28]=2[C:34]2C=CC(F)=C[CH:35]=2)[CH2:23][CH2:22]1.C(B1OC(C)(C)C(C)(C)O1)=C, predict the reaction product. The product is: [CH3:1][N:2]([CH3:41])[CH2:3][CH2:4][N:5]1[CH:9]=[C:8]([C:10]2[CH:15]=[CH:14][C:13]([F:16])=[C:12]([C:17]([F:20])([F:18])[F:19])[CH:11]=2)[N:7]=[C:6]1[CH:21]1[CH2:22][CH2:23][N:24]([C:27]2[N:32]=[CH:31][N:30]=[C:29]([NH2:33])[C:28]=2[CH:34]=[CH2:35])[CH2:25][CH2:26]1. (4) Given the reactants [F:1][C:2]1[CH:7]=[CH:6][N:5]=[C:4]2[N:8]([Si:11]([CH:18]([CH3:20])[CH3:19])([CH:15]([CH3:17])[CH3:16])[CH:12]([CH3:14])[CH3:13])[CH:9]=[CH:10][C:3]=12.C([Li])(CC)C.S(=C1C=CC(C)=CC1[N:36]=[N+:37]=[N-:38])(=O)=O.[Cl-].[NH4+], predict the reaction product. The product is: [N:36]([C:7]1[C:2]([F:1])=[C:3]2[CH:10]=[CH:9][N:8]([Si:11]([CH:15]([CH3:17])[CH3:16])([CH:18]([CH3:20])[CH3:19])[CH:12]([CH3:13])[CH3:14])[C:4]2=[N:5][CH:6]=1)=[N+:37]=[N-:38].